From a dataset of Catalyst prediction with 721,799 reactions and 888 catalyst types from USPTO. Predict which catalyst facilitates the given reaction. (1) Reactant: [F:1][C:2]1[CH:7]=[C:6]([I:8])[CH:5]=[CH:4][C:3]=1[NH:9][C:10]1[N:11]([CH3:25])[C:12]2[C:13](=[O:24])[CH2:14][CH2:15][CH2:16][C:17]=2[C:18]=1[C:19]([O:21]CC)=[O:20].[OH-].[Na+].Cl. Product: [F:1][C:2]1[CH:7]=[C:6]([I:8])[CH:5]=[CH:4][C:3]=1[NH:9][C:10]1[N:11]([CH3:25])[C:12]2[C:13](=[O:24])[CH2:14][CH2:15][CH2:16][C:17]=2[C:18]=1[C:19]([OH:21])=[O:20]. The catalyst class is: 5. (2) Reactant: [CH3:1][S:2]([NH:5][C:6]1[CH:11]=[CH:10][C:9]([C:12](=O)[CH3:13])=[CH:8][CH:7]=1)(=[O:4])=[O:3].Cl.[NH2:16][OH:17]. Product: [CH3:1][S:2]([NH:5][C:6]1[CH:11]=[CH:10][C:9]([C:12](=[N:16][OH:17])[CH3:13])=[CH:8][CH:7]=1)(=[O:4])=[O:3]. The catalyst class is: 228.